Dataset: Forward reaction prediction with 1.9M reactions from USPTO patents (1976-2016). Task: Predict the product of the given reaction. (1) Given the reactants [CH3:1][C:2]1[CH:3]=[C:4]2[C:12]3=[C:13]([O:15][CH2:16][CH:17]([C:18]4[CH:23]=[CH:22][CH:21]=[CH:20][CH:19]=4)[N:11]3[C:10]3[CH:9]=[CH:8][CH:7]=[C:6]([O:24][CH2:25][CH2:26][NH2:27])[C:5]2=3)[CH:14]=1.[C:28](OC(=O)C)(=[O:30])[CH3:29], predict the reaction product. The product is: [CH3:1][C:2]1[CH:3]=[C:4]2[C:12]3=[C:13]([O:15][CH2:16][CH:17]([C:18]4[CH:23]=[CH:22][CH:21]=[CH:20][CH:19]=4)[N:11]3[C:10]3[CH:9]=[CH:8][CH:7]=[C:6]([O:24][CH2:25][CH2:26][NH:27][C:28](=[O:30])[CH3:29])[C:5]2=3)[CH:14]=1. (2) Given the reactants [NH2:1][C:2]1[CH:3]=[C:4]([C:12]2[CH:17]=[CH:16][C:15]([CH2:18][C:19]3[N:20]([C:32]4[CH:37]=[CH:36][C:35]([N:38]5[S:42](=[O:44])(=[O:43])[NH:41][C:40](=[O:45])[CH2:39]5)=[CH:34][CH:33]=4)[CH:21]=[C:22]([C:24]4[CH:29]=[CH:28][C:27]([Cl:30])=[CH:26][C:25]=4[Cl:31])[N:23]=3)=[CH:14][CH:13]=2)[CH:5]=[CH:6][C:7]=1[CH2:8][CH:9]([CH3:11])[CH3:10].[CH:46](=O)[CH2:47][CH2:48][CH3:49], predict the reaction product. The product is: [CH2:46]([NH:1][C:2]1[CH:3]=[C:4]([C:12]2[CH:13]=[CH:14][C:15]([CH2:18][C:19]3[N:20]([C:32]4[CH:37]=[CH:36][C:35]([N:38]5[S:42](=[O:44])(=[O:43])[NH:41][C:40](=[O:45])[CH2:39]5)=[CH:34][CH:33]=4)[CH:21]=[C:22]([C:24]4[CH:29]=[CH:28][C:27]([Cl:30])=[CH:26][C:25]=4[Cl:31])[N:23]=3)=[CH:16][CH:17]=2)[CH:5]=[CH:6][C:7]=1[CH2:8][CH:9]([CH3:10])[CH3:11])[CH2:47][CH2:48][CH3:49]. (3) Given the reactants [CH3:1][O:2][C:3]1[CH:12]=[CH:11][C:6]([C:7]([O:9]C)=[O:8])=[CH:5][C:4]=1[NH:13][C:14](=[O:22])[CH2:15][N:16]1[CH2:21][CH2:20][O:19][CH2:18][CH2:17]1.[OH-].[Li+].Cl, predict the reaction product. The product is: [CH3:1][O:2][C:3]1[CH:12]=[CH:11][C:6]([C:7]([OH:9])=[O:8])=[CH:5][C:4]=1[NH:13][C:14](=[O:22])[CH2:15][N:16]1[CH2:17][CH2:18][O:19][CH2:20][CH2:21]1. (4) Given the reactants [Br:1][C:2]1[CH:3]=[N+:4]([O-])[CH:5]=[C:6]([O:8][CH2:9][CH2:10][CH2:11][S:12]([CH3:15])(=[O:14])=[O:13])[CH:7]=1.[NH4+].[Cl-], predict the reaction product. The product is: [Br:1][C:2]1[CH:3]=[N:4][CH:5]=[C:6]([O:8][CH2:9][CH2:10][CH2:11][S:12]([CH3:15])(=[O:13])=[O:14])[CH:7]=1. (5) Given the reactants C(OC([NH:11][CH:12]([CH2:23][CH2:24][P:25]([O:35][CH3:36])([O:27][C:28]1[CH:33]=[CH:32][C:31]([CH3:34])=[CH:30][CH:29]=1)=[O:26])[C:13]([O:15]CC1C=CC=CC=1)=[O:14])=O)C1C=CC=CC=1.[H][H], predict the reaction product. The product is: [NH2:11][CH:12]([CH2:23][CH2:24][P:25]([O:35][CH3:36])([O:27][C:28]1[CH:29]=[CH:30][C:31]([CH3:34])=[CH:32][CH:33]=1)=[O:26])[C:13]([OH:15])=[O:14].